From a dataset of Tyrosyl-DNA phosphodiesterase HTS with 341,365 compounds. Binary Classification. Given a drug SMILES string, predict its activity (active/inactive) in a high-throughput screening assay against a specified biological target. The compound is Br\C(Cl)=C(\n1c2c(nc1)cccc2)n1c2c(nc1)cccc2. The result is 0 (inactive).